From a dataset of Catalyst prediction with 721,799 reactions and 888 catalyst types from USPTO. Predict which catalyst facilitates the given reaction. (1) Reactant: [F:1][C:2]1[CH:7]=[CH:6][C:5]([C:8]2[N:12]=[N:11][N:10]([CH3:13])[C:9]=2[CH2:14][O:15][C:16]2[CH:20]=[C:19]([C:21]([OH:23])=O)[O:18][N:17]=2)=[CH:4][CH:3]=1.CN(C(ON1N=NC2C=CC=CC1=2)=[N+](C)C)C.[B-](F)(F)(F)F.CCN(C(C)C)C(C)C.[NH2:55][CH:56]1[CH2:61][CH2:60][O:59][CH2:58][CH2:57]1. Product: [O:59]1[CH2:60][CH2:61][CH:56]([NH:55][C:21]([C:19]2[O:18][N:17]=[C:16]([O:15][CH2:14][C:9]3[N:10]([CH3:13])[N:11]=[N:12][C:8]=3[C:5]3[CH:4]=[CH:3][C:2]([F:1])=[CH:7][CH:6]=3)[CH:20]=2)=[O:23])[CH2:57][CH2:58]1. The catalyst class is: 3. (2) Product: [CH2:24]([NH:31][C:6]1[C:5]([N+:16]([O-:18])=[O:17])=[C:4]([C:19]2[O:20][CH:21]=[CH:22][CH:23]=2)[N:3]=[C:2]([NH2:1])[N:7]=1)[C:25]1[CH:30]=[CH:29][CH:28]=[CH:27][CH:26]=1. Reactant: [NH2:1][C:2]1[N:7]=[C:6](OS(C(F)(F)F)(=O)=O)[C:5]([N+:16]([O-:18])=[O:17])=[C:4]([C:19]2[O:20][CH:21]=[CH:22][CH:23]=2)[N:3]=1.[CH2:24]([NH2:31])[C:25]1[CH:30]=[CH:29][CH:28]=[CH:27][CH:26]=1. The catalyst class is: 12.